From a dataset of Catalyst prediction with 721,799 reactions and 888 catalyst types from USPTO. Predict which catalyst facilitates the given reaction. (1) Reactant: FC1C=C([C:12]2[N:17]=[C:16]3[N:18]([CH2:21][C:22]4[CH:23]=[C:24]5[C:29](=[CH:30][CH:31]=4)[N:28]=[CH:27][CH:26]=[CH:25]5)[N:19]=[N:20][C:15]3=[CH:14][CH:13]=2)C=CC=1C(NC)=O.[F:32][C:33]1[CH:34]=[C:35](B(O)O)[CH:36]=[C:37]([F:43])[C:38]=1[C:39]([O:41][CH3:42])=[O:40].C([O-])(=O)C.[K+].OCCNC(=O)C1C=CC(C2N=C3N(CC4C=C5C(=CC=4)N=CC=C5)N=NC3=CC=2)=CC=1. Product: [F:32][C:33]1[CH:34]=[C:35]([C:12]2[N:17]=[C:16]3[N:18]([CH2:21][C:22]4[CH:23]=[C:24]5[C:29](=[CH:30][CH:31]=4)[N:28]=[CH:27][CH:26]=[CH:25]5)[N:19]=[N:20][C:15]3=[CH:14][CH:13]=2)[CH:36]=[C:37]([F:43])[C:38]=1[C:39]([O:41][CH3:42])=[O:40]. The catalyst class is: 73. (2) Reactant: [Br:1]N1C(=O)CCC1=O.[NH2:9][C:10]1[CH:11]=[C:12]([C:17]([F:20])([F:19])[F:18])[CH:13]=[CH:14][C:15]=1[Cl:16]. Product: [NH2:9][C:10]1[C:15]([Cl:16])=[CH:14][C:13]([Br:1])=[C:12]([C:17]([F:20])([F:18])[F:19])[CH:11]=1. The catalyst class is: 3. (3) Reactant: [CH2:1]([O:3][C:4](=[O:27])[C@@H:5]([O:25][CH3:26])[CH2:6][C:7]1[CH:12]=[CH:11][C:10]([O:13][CH2:14][CH2:15][CH2:16][O:17][C:18]2[CH:23]=[CH:22][C:21](I)=[CH:20][CH:19]=2)=[CH:9][CH:8]=1)[CH3:2].[NH:28]1[C:36]2[C:31](=[CH:32][C:33](B(O)O)=[CH:34][CH:35]=2)[CH:30]=[CH:29]1.C(=O)([O-])[O-].[Cs+].[Cs+]. Product: [CH2:1]([O:3][C:4](=[O:27])[C@@H:5]([O:25][CH3:26])[CH2:6][C:7]1[CH:12]=[CH:11][C:10]([O:13][CH2:14][CH2:15][CH2:16][O:17][C:18]2[CH:23]=[CH:22][C:21]([C:33]3[CH:32]=[C:31]4[C:36](=[CH:35][CH:34]=3)[NH:28][CH:29]=[CH:30]4)=[CH:20][CH:19]=2)=[CH:9][CH:8]=1)[CH3:2]. The catalyst class is: 104. (4) Reactant: C[O:2][C:3]([C:5]1[CH:6]=[C:7]([C:11]2[CH:16]=[CH:15][C:14]([CH2:17][NH:18][C:19]([C:21]3[C:22]([O:27][C:28]4[CH:33]=[CH:32][C:31]([F:34])=[CH:30][CH:29]=4)=[N:23][CH:24]=[CH:25][CH:26]=3)=[O:20])=[CH:13][CH:12]=2)[CH:8]=[CH:9][CH:10]=1)=[O:4].[OH-].[Na+].Cl.CO.ClCCl. Product: [F:34][C:31]1[CH:32]=[CH:33][C:28]([O:27][C:22]2[C:21]([C:19]([NH:18][CH2:17][C:14]3[CH:15]=[CH:16][C:11]([C:7]4[CH:8]=[CH:9][CH:10]=[C:5]([C:3]([OH:4])=[O:2])[CH:6]=4)=[CH:12][CH:13]=3)=[O:20])=[CH:26][CH:25]=[CH:24][N:23]=2)=[CH:29][CH:30]=1. The catalyst class is: 371. (5) Reactant: CC([N:5]([CH2:9][C:10]([C:12]1[CH:17]=[CH:16][C:15]([C:18]2[CH:23]=[CH:22][C:21]([C:24]3[N:25]=[C:26]([C@@H:29]4[CH2:33][CH2:32][CH2:31][N:30]4[C:34](=[O:44])[C@@H:35]([NH:39][C:40]([O:42][CH3:43])=[O:41])[CH:36]([CH3:38])[CH3:37])[NH:27][CH:28]=3)=[CH:20][CH:19]=2)=[CH:14][CH:13]=1)=[O:11])C(=O)[O-])(C)C.Cl. Product: [NH2:5][CH2:9][C:10]([C:12]1[CH:17]=[CH:16][C:15]([C:18]2[CH:19]=[CH:20][C:21]([C:24]3[N:25]=[C:26]([C@@H:29]4[CH2:33][CH2:32][CH2:31][N:30]4[C:34]([C@@H:35]([NH:39][C:40](=[O:41])[O:42][CH3:43])[CH:36]([CH3:38])[CH3:37])=[O:44])[NH:27][CH:28]=3)=[CH:22][CH:23]=2)=[CH:14][CH:13]=1)=[O:11]. The catalyst class is: 2. (6) Product: [C:14]([OH:19])(=[O:18])[C:15]([CH3:17])=[CH2:16].[CH3:1][CH:2]([OH:13])[CH2:3][O:4][CH:5]([CH2:7][O:8][CH:9]([CH2:11][OH:12])[CH3:10])[CH3:6]. The catalyst class is: 7. Reactant: [CH3:1][CH:2]([OH:13])[CH2:3][O:4][CH:5]([CH2:7][O:8][CH:9]([CH2:11][OH:12])[CH3:10])[CH3:6].[C:14]([O:19]C(=O)C(C)=C)(=[O:18])[C:15]([CH3:17])=[CH2:16]. (7) The catalyst class is: 65. Product: [OH:1][C:2]1[N:10]=[C:9]([CH3:11])[C:8]([N+:12]([O-:14])=[O:13])=[CH:7][C:3]=1[C:4]([OH:6])=[O:5]. Reactant: [OH:1][C:2]1[N:10]=[C:9]([CH3:11])[CH:8]=[CH:7][C:3]=1[C:4]([OH:6])=[O:5].[N+:12]([O-])([OH:14])=[O:13]. (8) Reactant: Cl[C:2]1[CH:11]=[CH:10][C:9]2[C:4](=[CH:5][CH:6]=[C:7]([N+:12]([O-:14])=[O:13])[CH:8]=2)[N:3]=1.[NH:15]1[CH2:20][CH2:19][O:18][CH2:17][CH2:16]1.[OH-].[Na+]. Product: [N:15]1([C:2]2[CH:11]=[CH:10][C:9]3[C:4](=[CH:5][CH:6]=[C:7]([N+:12]([O-:14])=[O:13])[CH:8]=3)[N:3]=2)[CH2:20][CH2:19][O:18][CH2:17][CH2:16]1. The catalyst class is: 254. (9) Reactant: [Cl:1][C:2]1[CH:7]=[CH:6][C:5]([C:8]([N:15]2[C:23]3[C:18](=[C:19]([NH:24][S:25]([CH3:28])(=[O:27])=[O:26])[CH:20]=[CH:21][CH:22]=3)[CH:17]=[N:16]2)([CH2:13][CH3:14])[C:9]([O:11][CH3:12])=[O:10])=[CH:4][CH:3]=1.[H-].[Na+].Cl[CH2:32][O:33][CH2:34][CH2:35][Si:36]([CH3:39])([CH3:38])[CH3:37]. Product: [Cl:1][C:2]1[CH:7]=[CH:6][C:5]([C:8]([N:15]2[C:23]3[C:18](=[C:19]([N:24]([CH2:32][O:33][CH2:34][CH2:35][Si:36]([CH3:39])([CH3:38])[CH3:37])[S:25]([CH3:28])(=[O:27])=[O:26])[CH:20]=[CH:21][CH:22]=3)[CH:17]=[N:16]2)([CH2:13][CH3:14])[C:9]([O:11][CH3:12])=[O:10])=[CH:4][CH:3]=1. The catalyst class is: 1.